Dataset: Forward reaction prediction with 1.9M reactions from USPTO patents (1976-2016). Task: Predict the product of the given reaction. (1) Given the reactants [Cl:1][C:2]1[N:11]=[C:10](Cl)[C:9]2[C:4](=[C:5]([CH3:13])[CH:6]=[CH:7][CH:8]=2)[N:3]=1.[OH:14][CH2:15][C:16]([NH:18][NH2:19])=[O:17].C1COCC1.C(N(C(C)C)CC)(C)C, predict the reaction product. The product is: [Cl:1][C:2]1[N:11]=[C:10]([NH:19][NH:18][C:16](=[O:17])[CH2:15][OH:14])[C:9]2[C:4](=[C:5]([CH3:13])[CH:6]=[CH:7][CH:8]=2)[N:3]=1. (2) The product is: [C:1]1([S:7]([N:10]2[C:18]3[C:13](=[CH:14][CH:15]=[CH:16][CH:17]=3)[CH:12]=[C:11]2[CH:19]([O:22][C:23](=[O:30])[C:24]2[CH:29]=[CH:28][CH:27]=[CH:26][CH:25]=2)[CH:20]=[CH2:21])(=[O:8])=[O:9])[CH:2]=[CH:3][CH:4]=[CH:5][CH:6]=1. Given the reactants [C:1]1([S:7]([N:10]2[C:18]3[C:13](=[CH:14][CH:15]=[CH:16][CH:17]=3)[CH:12]=[C:11]2[CH:19]([OH:22])[CH:20]=[CH2:21])(=[O:9])=[O:8])[CH:6]=[CH:5][CH:4]=[CH:3][CH:2]=1.[C:23](Cl)(=[O:30])[C:24]1[CH:29]=[CH:28][CH:27]=[CH:26][CH:25]=1, predict the reaction product.